Dataset: Full USPTO retrosynthesis dataset with 1.9M reactions from patents (1976-2016). Task: Predict the reactants needed to synthesize the given product. (1) Given the product [ClH:11].[Cl:11][C:12]1[C:17]([Cl:18])=[CH:16][CH:15]=[CH:14][C:13]=1[N:19]1[CH2:24][CH2:23][N:22]([CH2:25][CH2:26][CH2:27][N:29]2[C:37]3[C:32](=[CH:33][CH:34]=[CH:35][CH:36]=3)[CH2:31][CH2:30]2)[CH2:21][CH2:20]1, predict the reactants needed to synthesize it. The reactants are: [H-].[Al+3].[Li+].[H-].[H-].[H-].[Cl-].[Cl-].[Cl-].[Al+3].[Cl:11][C:12]1[C:17]([Cl:18])=[CH:16][CH:15]=[CH:14][C:13]=1[N:19]1[CH2:24][CH2:23][N:22]([CH2:25][CH2:26][C:27]([N:29]2[C:37]3[C:32](=[CH:33][CH:34]=[CH:35][CH:36]=3)[CH2:31][CH2:30]2)=O)[CH2:21][CH2:20]1. (2) Given the product [Cl:22][C:23]1[CH:24]=[N:25][CH:26]=[C:27]([Cl:30])[C:28]=1[S:29][C:2]1[S:6][C:5]([NH:7][C:8]([NH:10][CH:11]2[CH2:16][CH2:15][N:14]([CH3:17])[CH2:13][CH2:12]2)=[O:9])=[CH:4][C:3]=1[N+:18]([O-:20])=[O:19], predict the reactants needed to synthesize it. The reactants are: Cl[C:2]1[S:6][C:5]([NH:7][C:8]([NH:10][CH:11]2[CH2:16][CH2:15][N:14]([CH3:17])[CH2:13][CH2:12]2)=[O:9])=[CH:4][C:3]=1[N+:18]([O-:20])=[O:19].[Na].[Cl:22][C:23]1[CH:24]=[N:25][CH:26]=[C:27]([Cl:30])[C:28]=1[SH:29]. (3) Given the product [CH:28]1([N:5]([CH2:6][CH:7]2[CH2:8][CH2:9][N:10]([C:13]3[C:14]4[C:21]([C:22]5[CH:27]=[CH:26][CH:25]=[CH:24][CH:23]=5)=[CH:20][S:19][C:15]=4[N:16]=[CH:17][N:18]=3)[CH2:11][CH2:12]2)[CH2:4][C:3]([NH:38][CH3:37])=[O:2])[CH2:29][CH2:30][CH2:31]1, predict the reactants needed to synthesize it. The reactants are: C[O:2][C:3](=O)[CH2:4][N:5]([CH:28]1[CH2:31][CH2:30][CH2:29]1)[CH2:6][CH:7]1[CH2:12][CH2:11][N:10]([C:13]2[C:14]3[C:21]([C:22]4[CH:27]=[CH:26][CH:25]=[CH:24][CH:23]=4)=[CH:20][S:19][C:15]=3[N:16]=[CH:17][N:18]=2)[CH2:9][CH2:8]1.C[Al](C)C.[CH3:37][NH2:38]. (4) Given the product [Cl:37][CH2:36][C@H:38]([OH:40])[CH2:39][N:13]([CH2:12][C:11]1[C:10]2[C:5](=[CH:6][CH:7]=[C:8]([O:34][CH3:35])[N:9]=2)[N:4]=[CH:3][C:2]=1[F:1])[CH2:14][CH2:15][CH2:16][CH:17]1[O:21][C:20](=[O:22])[N:19]([C:23]2[CH:24]=[CH:25][C:26]3[S:31][CH2:30][C:29](=[O:32])[NH:28][C:27]=3[CH:33]=2)[CH2:18]1, predict the reactants needed to synthesize it. The reactants are: [F:1][C:2]1[CH:3]=[N:4][C:5]2[C:10]([C:11]=1[CH2:12][NH:13][CH2:14][CH2:15][CH2:16][CH:17]1[O:21][C:20](=[O:22])[N:19]([C:23]3[CH:24]=[CH:25][C:26]4[S:31][CH2:30][C:29](=[O:32])[NH:28][C:27]=4[CH:33]=3)[CH2:18]1)=[N:9][C:8]([O:34][CH3:35])=[CH:7][CH:6]=2.[CH2:36]([C@@H:38]1[O:40][CH2:39]1)[Cl:37].